From a dataset of Full USPTO retrosynthesis dataset with 1.9M reactions from patents (1976-2016). Predict the reactants needed to synthesize the given product. (1) Given the product [C:1]([O:5][C:6]([N:8]([C:16]1[C:21]([C:22]#[CH:23])=[N:20][C:19]([C:28]2[CH:29]=[CH:30][C:31]([S:34]([CH:37]([CH3:39])[CH3:38])(=[O:36])=[O:35])=[CH:32][CH:33]=2)=[CH:18][N:17]=1)[C:9](=[O:15])[O:10][C:11]([CH3:13])([CH3:14])[CH3:12])=[O:7])([CH3:2])([CH3:3])[CH3:4], predict the reactants needed to synthesize it. The reactants are: [C:1]([O:5][C:6]([N:8]([C:16]1[C:21]([C:22]#[C:23][Si](C)(C)C)=[N:20][C:19]([C:28]2[CH:33]=[CH:32][C:31]([S:34]([CH:37]([CH3:39])[CH3:38])(=[O:36])=[O:35])=[CH:30][CH:29]=2)=[CH:18][N:17]=1)[C:9](=[O:15])[O:10][C:11]([CH3:14])([CH3:13])[CH3:12])=[O:7])([CH3:4])([CH3:3])[CH3:2].C(=O)([O-])[O-].[Na+].[Na+]. (2) Given the product [I:7][C:8]1[CH:9]=[CH:10][C:11]([CH2:14][CH2:15][CH2:16][O:17][CH:6]2[CH2:5][CH2:4][CH2:3][CH2:2][O:1]2)=[CH:12][CH:13]=1, predict the reactants needed to synthesize it. The reactants are: [O:1]1[CH:6]=[CH:5][CH2:4][CH2:3][CH2:2]1.[I:7][C:8]1[CH:13]=[CH:12][C:11]([CH2:14][CH2:15][CH2:16][OH:17])=[CH:10][CH:9]=1. (3) Given the product [N:24]1([CH2:30][C:31]([N:33]([C:35]2[CH:36]=[CH:37][C:38]([NH:39]/[C:13](=[C:6]3\[C:5](=[O:23])[NH:4][C:12]4[C:7]\3=[CH:8][CH:9]=[CH:10][CH:11]=4)/[C:14]3[CH:15]=[CH:16][CH:17]=[CH:18][CH:19]=3)=[CH:40][CH:41]=2)[CH3:34])=[O:32])[CH2:29][CH2:28][CH2:27][CH2:26][CH2:25]1, predict the reactants needed to synthesize it. The reactants are: C([N:4]1[C:12]2[C:7](=[CH:8][CH:9]=[CH:10][CH:11]=2)[C:6](=[C:13](OCC)[C:14]2[CH:19]=[CH:18][CH:17]=[CH:16][CH:15]=2)[C:5]1=[O:23])(=O)C.[N:24]1([CH2:30][C:31]([N:33]([C:35]2[CH:41]=[CH:40][C:38]([NH2:39])=[CH:37][CH:36]=2)[CH3:34])=[O:32])[CH2:29][CH2:28][CH2:27][CH2:26][CH2:25]1.[OH-].[Na+]. (4) Given the product [CH3:10][O:9][C:8]1[C:3]([CH2:2][N:13]2[CH:17]=[CH:16][N:15]=[C:14]2[C:18]2[S:19][CH:20]=[CH:21][N:22]=2)=[N:4][CH:5]=[C:6]([O:11][CH3:12])[N:7]=1, predict the reactants needed to synthesize it. The reactants are: Cl[CH2:2][C:3]1[C:8]([O:9][CH3:10])=[N:7][C:6]([O:11][CH3:12])=[CH:5][N:4]=1.[NH:13]1[CH:17]=[CH:16][N:15]=[C:14]1[C:18]1[S:19][CH:20]=[CH:21][N:22]=1.C([O-])([O-])=O.[K+].[K+]. (5) The reactants are: C(O[C:4](=[O:14])[CH2:5][C:6](=O)[C:7]1[CH:12]=[CH:11][CH:10]=[CH:9][CH:8]=1)C.[CH2:15]([O:17][C:18]([C:20]1[NH:21][N:22]=[C:23]([NH2:25])[CH:24]=1)=[O:19])[CH3:16]. Given the product [CH2:15]([O:17][C:18]([C:20]1[CH:24]=[C:23]2[NH:25][C:6]([C:7]3[CH:8]=[CH:9][CH:10]=[CH:11][CH:12]=3)=[CH:5][C:4](=[O:14])[N:22]2[N:21]=1)=[O:19])[CH3:16], predict the reactants needed to synthesize it. (6) Given the product [C:27]([C:20]1([NH:19][C:17](=[O:18])[CH:16]([NH:15][C:2]2[C:6]3[CH:7]=[CH:8][CH:9]=[CH:10][C:5]=3[S:4](=[O:12])(=[O:11])[N:3]=2)[CH2:29][CH:30]2[CH2:31][CH2:32][CH2:33][CH2:34][CH2:35]2)[CH2:21][CH2:22][N:23]([CH3:26])[CH2:24][CH2:25]1)#[N:28], predict the reactants needed to synthesize it. The reactants are: Cl[C:2]1[C:6]2[CH:7]=[CH:8][CH:9]=[CH:10][C:5]=2[S:4](=[O:12])(=[O:11])[N:3]=1.Cl.Cl.[NH2:15][CH:16]([CH2:29][CH:30]1[CH2:35][CH2:34][CH2:33][CH2:32][CH2:31]1)[C:17]([NH:19][C:20]1([C:27]#[N:28])[CH2:25][CH2:24][N:23]([CH3:26])[CH2:22][CH2:21]1)=[O:18].C(N(CC)CC)C. (7) Given the product [Br:1][C:2]1[CH:3]=[C:4]([CH:8]=[CH:9][C:10]=1[N:11]1[C:23]2[CH2:22][CH2:21][CH2:20][C:19](=[N:26][OH:27])[C:18]=2[C:17]2[C:12]1=[CH:13][CH:14]=[CH:15][CH:16]=2)[C:5]([NH2:7])=[O:6], predict the reactants needed to synthesize it. The reactants are: [Br:1][C:2]1[CH:3]=[C:4]([CH:8]=[CH:9][C:10]=1[N:11]1[C:23]2[CH2:22][CH2:21][CH2:20][C:19](=O)[C:18]=2[C:17]2[C:12]1=[CH:13][CH:14]=[CH:15][CH:16]=2)[C:5]([NH2:7])=[O:6].Cl.[NH2:26][OH:27].CO.